From a dataset of Forward reaction prediction with 1.9M reactions from USPTO patents (1976-2016). Predict the product of the given reaction. (1) The product is: [F:23][C:24]1[CH:25]=[C:26]2[C:30](=[CH:31][C:32]=1[NH:33][C:34](=[O:38])[CH2:35][O:36][CH3:37])[NH:29][C:28](=[O:39])/[C:27]/2=[CH:21]\[C:3]1[NH:4][C:5]2[CH2:11][CH2:10][CH2:9][N:8]([CH2:12][CH2:13][N:14]3[CH2:15][CH2:16][CH2:17][CH2:18][CH2:19]3)[C:7](=[O:20])[C:6]=2[C:2]=1[CH3:1]. Given the reactants [CH3:1][C:2]1[C:6]2[C:7](=[O:20])[N:8]([CH2:12][CH2:13][N:14]3[CH2:19][CH2:18][CH2:17][CH2:16][CH2:15]3)[CH2:9][CH2:10][CH2:11][C:5]=2[NH:4][C:3]=1[CH:21]=O.[F:23][C:24]1[CH:25]=[C:26]2[C:30](=[CH:31][C:32]=1[NH:33][C:34](=[O:38])[CH2:35][O:36][CH3:37])[NH:29][C:28](=[O:39])[CH2:27]2, predict the reaction product. (2) Given the reactants [OH-].[CH2:2]([N+:4]([CH2:10][CH3:11])([CH2:6][CH2:7][O:8][CH3:9])[CH3:5])[CH3:3].[CH3:12][O:13][CH2:14][C:15]([OH:17])=[O:16], predict the reaction product. The product is: [CH3:12][O:13][CH2:14][C:15]([O-:17])=[O:16].[CH2:2]([N+:4]([CH2:10][CH3:11])([CH2:6][CH2:7][O:8][CH3:9])[CH3:5])[CH3:3]. (3) Given the reactants ClC(Cl)(Cl)CC([O:6][C:7]([CH2:9][CH2:10][CH2:11][N:12]1[CH2:17][CH2:16][CH:15]([CH2:18][O:19][C:20]([C:22]2[C:30]3[C:25](=[CH:26][CH:27]=[CH:28][CH:29]=3)[NH:24][CH:23]=2)=[O:21])[CH2:14][CH2:13]1)=[O:8])C, predict the reaction product. The product is: [C:7]([CH2:9][CH2:10][CH2:11][N:12]1[CH2:17][CH2:16][CH:15]([CH2:18][O:19][C:20]([C:22]2[C:30]3[C:25](=[CH:26][CH:27]=[CH:28][CH:29]=3)[NH:24][CH:23]=2)=[O:21])[CH2:14][CH2:13]1)([OH:8])=[O:6].